From a dataset of Full USPTO retrosynthesis dataset with 1.9M reactions from patents (1976-2016). Predict the reactants needed to synthesize the given product. (1) The reactants are: C(O[C:4](=[O:18])[C:5]([C:8]1[CH:9]=[N:10][C:11]([C:14]([F:17])([F:16])[F:15])=[CH:12][CH:13]=1)=[CH:6]O)C.[NH:19]([C:21]1[CH:26]=[CH:25][CH:24]=[CH:23][N:22]=1)[NH2:20].C([O-])C.[Na+].Cl. Given the product [N:22]1[CH:23]=[CH:24][CH:25]=[CH:26][C:21]=1[N:19]1[C:4](=[O:18])[C:5]([C:8]2[CH:9]=[N:10][C:11]([C:14]([F:15])([F:16])[F:17])=[CH:12][CH:13]=2)=[CH:6][NH:20]1, predict the reactants needed to synthesize it. (2) Given the product [N:19]1([CH2:18][C:15]2[CH:16]=[CH:17][C:12]([CH2:11][N:9]3[CH:10]=[C:5]4[C:6]([N:7]=[C:2]([N:39]([CH3:40])[CH3:38])[N:3]=[C:4]4[NH:24][CH2:25][C:26]4[C:31]([CH3:32])=[N:30][C:29]([NH2:33])=[CH:28][C:27]=4[CH3:34])=[N:8]3)=[CH:13][CH:14]=2)[CH:23]=[CH:22][CH:21]=[N:20]1, predict the reactants needed to synthesize it. The reactants are: Cl[C:2]1[N:3]=[C:4]([NH:24][CH2:25][C:26]2[C:27]([CH3:34])=[CH:28][C:29]([NH2:33])=[N:30][C:31]=2[CH3:32])[C:5]2[C:6](=[N:8][N:9]([CH2:11][C:12]3[CH:17]=[CH:16][C:15]([CH2:18][N:19]4[CH:23]=[CH:22][CH:21]=[N:20]4)=[CH:14][CH:13]=3)[CH:10]=2)[N:7]=1.N=[CH-].[Na+].[CH3:38][N:39](C=O)[CH3:40]. (3) Given the product [CH3:18][O:1][CH2:2][C:3]1[N:7]2[CH:8]=[C:9]([C:12]#[N:13])[CH:10]=[CH:11][C:6]2=[N:5][CH:4]=1, predict the reactants needed to synthesize it. The reactants are: [OH:1][CH2:2][C:3]1[N:7]2[CH:8]=[C:9]([C:12]#[N:13])[CH:10]=[CH:11][C:6]2=[N:5][CH:4]=1.[H-].[Na+].CI.[C:18]([O-])([O-])=O.[Na+].[Na+]. (4) Given the product [O:34]=[S:30]1(=[O:33])[CH2:31][CH2:32][N:27]([CH2:26][C:23]2[CH:24]=[CH:25][C:20]([NH:19][C:18]([C:15]3[CH:14]=[CH:13][C:12]([C:7]4[C:8]([CH3:11])=[CH:9][CH:10]=[C:5]([C:3]([OH:4])=[O:2])[CH:6]=4)=[CH:17][CH:16]=3)=[O:35])=[CH:21][CH:22]=2)[CH2:28][CH2:29]1, predict the reactants needed to synthesize it. The reactants are: C[O:2][C:3]([C:5]1[CH:6]=[C:7]([C:12]2[CH:17]=[CH:16][C:15]([C:18](=[O:35])[NH:19][C:20]3[CH:25]=[CH:24][C:23]([CH2:26][N:27]4[CH2:32][CH2:31][S:30](=[O:34])(=[O:33])[CH2:29][CH2:28]4)=[CH:22][CH:21]=3)=[CH:14][CH:13]=2)[C:8]([CH3:11])=[CH:9][CH:10]=1)=[O:4].C1COCC1. (5) Given the product [NH:1]([C:8]1[C:13]([Br:14])=[CH:12][N:11]=[C:10]([NH:15][C:16]2[CH:21]=[CH:20][C:19]([C:33]#[C:32][CH2:31][NH:30][C:28]([O:27][C:23]([CH3:26])([CH3:25])[CH3:24])=[O:29])=[CH:18][CH:17]=2)[N:9]=1)[C:2]1[CH:7]=[CH:6][CH:5]=[CH:4][CH:3]=1, predict the reactants needed to synthesize it. The reactants are: [NH:1]([C:8]1[C:13]([Br:14])=[CH:12][N:11]=[C:10]([NH:15][C:16]2[CH:21]=[CH:20][C:19](I)=[CH:18][CH:17]=2)[N:9]=1)[C:2]1[CH:7]=[CH:6][CH:5]=[CH:4][CH:3]=1.[C:23]([O:27][C:28]([NH:30][CH2:31][C:32]#[CH:33])=[O:29])([CH3:26])([CH3:25])[CH3:24]. (6) Given the product [C:44]([O:48][C:24]([NH:41][C:6]1[C:5]([C:3]([O:2][CH3:1])=[O:4])=[N:13][CH:12]=[CH:11][CH:10]=1)=[O:26])([CH3:47])([CH3:46])[CH3:45].[C:44]([O:48][C:5]([NH:13][C:19]1[N:20]=[CH:21][CH:22]=[CH:23][C:18]=1[C:16]([O:15][CH3:14])=[O:17])=[O:34])([CH3:47])([CH3:46])[CH3:45], predict the reactants needed to synthesize it. The reactants are: [CH3:1][O:2][C:3]([C:5]1[N:13]=[CH:12][CH:11]=[CH:10][C:6]=1C(O)=O)=[O:4].[CH3:14][O:15][C:16]([C:18]1[C:19]([C:24]([OH:26])=O)=[N:20][CH:21]=[CH:22][CH:23]=1)=[O:17].C1(P([N:41]=[N+]=[N-])(C2C=CC=CC=2)=[O:34])C=CC=CC=1.[C:44]([OH:48])([CH3:47])([CH3:46])[CH3:45]. (7) Given the product [NH2:43][C:44]1[CH:51]=[CH:50][C:49]([B:10]2[O:11][C:12]([CH3:17])([CH3:18])[C:13]([CH3:15])([CH3:16])[O:14]2)=[CH:48][C:45]=1[C:46]#[N:47], predict the reactants needed to synthesize it. The reactants are: [B:10]1([B:10]2[O:14][C:13]([CH3:16])([CH3:15])[C:12]([CH3:18])([CH3:17])[O:11]2)[O:14][C:13]([CH3:16])([CH3:15])[C:12]([CH3:18])([CH3:17])[O:11]1.C([O-])(=O)C.[Na+].C1(P(C2CCCCC2)C2CCCCC2)CCCCC1.[NH2:43][C:44]1[CH:51]=[CH:50][C:49](Cl)=[CH:48][C:45]=1[C:46]#[N:47]. (8) Given the product [C:8]([C:4]1([OH:7])[CH2:5][CH2:6][N:2]([CH3:1])[CH2:3]1)#[CH:9], predict the reactants needed to synthesize it. The reactants are: [CH3:1][N:2]1[CH2:6][CH2:5][C:4]([C:8]#[C:9][Si](C(C)C)(C(C)C)C(C)C)([OH:7])[CH2:3]1.[F-].C([N+](CCCC)(CCCC)CCCC)CCC.